From a dataset of Peptide-MHC class I binding affinity with 185,985 pairs from IEDB/IMGT. Regression. Given a peptide amino acid sequence and an MHC pseudo amino acid sequence, predict their binding affinity value. This is MHC class I binding data. (1) The peptide sequence is RPYGKFRAM. The MHC is HLA-C06:02 with pseudo-sequence HLA-C06:02. The binding affinity (normalized) is 0.0847. (2) The peptide sequence is MPMSMPIPM. The MHC is HLA-B15:42 with pseudo-sequence HLA-B15:42. The binding affinity (normalized) is 0.213. (3) The peptide sequence is VRDPKTSEI. The MHC is HLA-B15:01 with pseudo-sequence HLA-B15:01. The binding affinity (normalized) is 0.0847. (4) The peptide sequence is YTVKMPNL. The MHC is H-2-Kb with pseudo-sequence H-2-Kb. The binding affinity (normalized) is 0.562. (5) The MHC is SLA-20401 with pseudo-sequence SLA-20401. The peptide sequence is HQYPANLFY. The binding affinity (normalized) is 0.0847.